From a dataset of Catalyst prediction with 721,799 reactions and 888 catalyst types from USPTO. Predict which catalyst facilitates the given reaction. (1) Reactant: Br[C:2]1[C:3]([O:21][C:22]2[C:27]([F:28])=[CH:26][CH:25]=[CH:24][C:23]=2[F:29])=[CH:4][C:5]([NH:8][C:9]2[S:10][CH:11]=[C:12]([CH2:14][CH2:15][C:16]([O:18][CH2:19][CH3:20])=[O:17])[N:13]=2)=[N:6][CH:7]=1.[N:30]1[CH:35]=[CH:34][CH:33]=[C:32](B(O)O)[CH:31]=1.C(=O)(O)[O-].[Na+]. Product: [F:29][C:23]1[CH:24]=[CH:25][CH:26]=[C:27]([F:28])[C:22]=1[O:21][C:3]1[CH:4]=[C:5]([NH:8][C:9]2[S:10][CH:11]=[C:12]([CH2:14][CH2:15][C:16]([O:18][CH2:19][CH3:20])=[O:17])[N:13]=2)[N:6]=[CH:7][C:2]=1[C:32]1[CH:31]=[N:30][CH:35]=[CH:34][CH:33]=1. The catalyst class is: 104. (2) Reactant: [OH-].[Li+].O.[Br:4][C:5]1[CH:6]=[CH:7][C:8]([O:23][CH2:24][C:25]2[CH:30]=[CH:29][C:28]([F:31])=[CH:27][C:26]=2[F:32])=[C:9]([CH:22]=1)[C:10]([O:12]CC1C=CC(F)=CC=1F)=[O:11]. Product: [Br:4][C:5]1[CH:6]=[CH:7][C:8]([O:23][CH2:24][C:25]2[CH:30]=[CH:29][C:28]([F:31])=[CH:27][C:26]=2[F:32])=[C:9]([CH:22]=1)[C:10]([OH:12])=[O:11]. The catalyst class is: 7. (3) Reactant: [Cl:1][C:2]1[N:7]=[C:6]([Cl:8])[C:5]([OH:9])=[C:4]([Cl:10])[N:3]=1.[CH3:11][O:12][C:13](=[O:19])[CH:14]([CH:16]1[CH2:18][CH2:17]1)O.C1(P(C2C=CC=CC=2)C2C=CC=CC=2)C=CC=CC=1.CC(OC(/N=N/C(OC(C)C)=O)=O)C. Product: [CH3:11][O:12][C:13](=[O:19])[CH:14]([CH:16]1[CH2:18][CH2:17]1)[O:9][C:5]1[C:4]([Cl:10])=[N:3][C:2]([Cl:1])=[N:7][C:6]=1[Cl:8]. The catalyst class is: 523.